Dataset: Full USPTO retrosynthesis dataset with 1.9M reactions from patents (1976-2016). Task: Predict the reactants needed to synthesize the given product. (1) Given the product [F:38][C:37]([F:40])([F:39])[C:35]([OH:41])=[O:36].[O:18]1[C:22]2[CH:23]=[CH:24][C:25]([CH:27]([CH2:32][C:31]3[O:15][C:14]([CH2:13][CH2:12][CH2:11][C:2]4[CH:3]=[CH:4][C:5]5[CH2:6][CH2:7][CH2:8][NH:9][C:10]=5[N:1]=4)=[N:16][N:17]=3)[CH2:28][C:29]([OH:34])=[O:30])=[CH:26][C:21]=2[O:20][CH2:19]1, predict the reactants needed to synthesize it. The reactants are: [N:1]1[C:10]2[NH:9][CH2:8][CH2:7][CH2:6][C:5]=2[CH:4]=[CH:3][C:2]=1[CH2:11][CH2:12][CH2:13][C:14]([NH:16][NH2:17])=[O:15].[O:18]1[C:22]2[CH:23]=[CH:24][C:25]([CH:27]3[CH2:32][C:31](=O)[O:30][C:29](=[O:34])[CH2:28]3)=[CH:26][C:21]=2[O:20][CH2:19]1.[C:35]([OH:41])([C:37]([F:40])([F:39])[F:38])=[O:36]. (2) The reactants are: [CH3:1][C:2]1[N:6]([C:7]2[CH:12]=[CH:11][CH:10]=[CH:9][N:8]=2)[N:5]=[CH:4][C:3]=1[C:13]([OH:15])=O.S(Cl)(Cl)=O.CN(C)C=O.[NH2:25][C:26]1[CH:27]=[C:28]([CH3:43])[C:29]([N:32]2[CH2:37][CH2:36][CH:35]([CH2:38][C:39]([CH3:42])([OH:41])[CH3:40])[CH2:34][CH2:33]2)=[N:30][CH:31]=1. Given the product [OH:41][C:39]([CH3:42])([CH3:40])[CH2:38][CH:35]1[CH2:34][CH2:33][N:32]([C:29]2[N:30]=[CH:31][C:26]([NH:25][C:13]([C:3]3[CH:4]=[N:5][N:6]([C:7]4[CH:12]=[CH:11][CH:10]=[CH:9][N:8]=4)[C:2]=3[CH3:1])=[O:15])=[CH:27][C:28]=2[CH3:43])[CH2:37][CH2:36]1, predict the reactants needed to synthesize it.